Regression. Given two drug SMILES strings and cell line genomic features, predict the synergy score measuring deviation from expected non-interaction effect. From a dataset of NCI-60 drug combinations with 297,098 pairs across 59 cell lines. (1) Drug 1: CCC1=C2CN3C(=CC4=C(C3=O)COC(=O)C4(CC)O)C2=NC5=C1C=C(C=C5)O. Drug 2: C(CC(=O)O)C(=O)CN.Cl. Cell line: HCT-15. Synergy scores: CSS=46.4, Synergy_ZIP=-2.64, Synergy_Bliss=-2.75, Synergy_Loewe=-40.3, Synergy_HSA=2.94. (2) Drug 1: CC1C(C(CC(O1)OC2CC(CC3=C2C(=C4C(=C3O)C(=O)C5=C(C4=O)C(=CC=C5)OC)O)(C(=O)C)O)N)O.Cl. Cell line: HOP-92. Synergy scores: CSS=38.5, Synergy_ZIP=-5.64, Synergy_Bliss=1.99, Synergy_Loewe=-6.50, Synergy_HSA=4.05. Drug 2: C1=CC(=CC=C1CC(C(=O)O)N)N(CCCl)CCCl.Cl. (3) Drug 1: CCN(CC)CCCC(C)NC1=C2C=C(C=CC2=NC3=C1C=CC(=C3)Cl)OC. Synergy scores: CSS=8.87, Synergy_ZIP=-4.75, Synergy_Bliss=2.05, Synergy_Loewe=-8.59, Synergy_HSA=2.30. Drug 2: CN(C(=O)NC(C=O)C(C(C(CO)O)O)O)N=O. Cell line: A498. (4) Drug 2: CC1C(C(CC(O1)OC2CC(CC3=C2C(=C4C(=C3O)C(=O)C5=CC=CC=C5C4=O)O)(C(=O)C)O)N)O. Cell line: SK-MEL-2. Drug 1: C1CNP(=O)(OC1)N(CCCl)CCCl. Synergy scores: CSS=18.9, Synergy_ZIP=0.480, Synergy_Bliss=-0.593, Synergy_Loewe=-63.6, Synergy_HSA=-4.19. (5) Drug 1: CC1=C2C(C(=O)C3(C(CC4C(C3C(C(C2(C)C)(CC1OC(=O)C(C(C5=CC=CC=C5)NC(=O)OC(C)(C)C)O)O)OC(=O)C6=CC=CC=C6)(CO4)OC(=O)C)OC)C)OC. Drug 2: C1=CN(C=N1)CC(O)(P(=O)(O)O)P(=O)(O)O. Cell line: KM12. Synergy scores: CSS=32.3, Synergy_ZIP=-4.87, Synergy_Bliss=-10.5, Synergy_Loewe=-16.9, Synergy_HSA=-7.60. (6) Cell line: UO-31. Synergy scores: CSS=30.1, Synergy_ZIP=-5.83, Synergy_Bliss=2.59, Synergy_Loewe=3.46, Synergy_HSA=5.94. Drug 1: C1=CN(C(=O)N=C1N)C2C(C(C(O2)CO)O)O.Cl. Drug 2: C1C(C(OC1N2C=NC(=NC2=O)N)CO)O.